This data is from Forward reaction prediction with 1.9M reactions from USPTO patents (1976-2016). The task is: Predict the product of the given reaction. (1) Given the reactants [Cl:1][C:2]1[C:10]2[N:9]=[C:8]3[N:11]([C:16]4[CH:24]=[CH:23][C:19]([C:20](O)=[O:21])=[CH:18][C:17]=4[CH3:25])[CH2:12][CH2:13][CH2:14][CH2:15][N:7]3[C:6]=2[C:5]([CH:26]([CH2:29][CH3:30])[CH2:27][CH3:28])=[CH:4][CH:3]=1.[NH4+].O[N:33]1C2C=CC=CC=2N=N1.Cl.C(N=C=NCCCN(C)C)C, predict the reaction product. The product is: [Cl:1][C:2]1[C:10]2[N:9]=[C:8]3[N:11]([C:16]4[CH:24]=[CH:23][C:19]([C:20]([NH2:33])=[O:21])=[CH:18][C:17]=4[CH3:25])[CH2:12][CH2:13][CH2:14][CH2:15][N:7]3[C:6]=2[C:5]([CH:26]([CH2:29][CH3:30])[CH2:27][CH3:28])=[CH:4][CH:3]=1. (2) Given the reactants FC(F)(F)S(O[C:7]1[CH:16]=[C:15]2[C:10]([CH:11]=[C:12]([C:17]([O:19][CH3:20])=[O:18])[N:13]=[CH:14]2)=[CH:9][CH:8]=1)(=O)=O.CC1(C)C(C)(C)OB([C:31]2[CH:36]=[CH:35][C:34]([OH:37])=[CH:33][CH:32]=2)O1.C([O-])([O-])=O.[Na+].[Na+], predict the reaction product. The product is: [OH:37][C:34]1[CH:35]=[CH:36][C:31]([C:7]2[CH:16]=[C:15]3[C:10]([CH:11]=[C:12]([C:17]([O:19][CH3:20])=[O:18])[N:13]=[CH:14]3)=[CH:9][CH:8]=2)=[CH:32][CH:33]=1.